Task: Predict the product of the given reaction.. Dataset: Forward reaction prediction with 1.9M reactions from USPTO patents (1976-2016) Given the reactants Cl[C:2]([O:4][CH2:5][C:6]1[CH:11]=[CH:10][CH:9]=[CH:8][CH:7]=1)=[O:3].[CH3:12][O:13][C:14]([C:16]1[CH:20]=[C:19]([N+:21]([O-:23])=[O:22])[NH:18][N:17]=1)=[O:15].C(N(CC)CC)C, predict the reaction product. The product is: [CH3:12][O:13][C:14]([C:16]1[CH:20]=[C:19]([N+:21]([O-:23])=[O:22])[N:18]([C:2]([O:4][CH2:5][C:6]2[CH:11]=[CH:10][CH:9]=[CH:8][CH:7]=2)=[O:3])[N:17]=1)=[O:15].